This data is from Reaction yield outcomes from USPTO patents with 853,638 reactions. The task is: Predict the reaction yield, written as a fraction of the theoretical maximum amount of product (1.0 means a 100% yield; for example, 0.34 means a 34% yield). (1) The reactants are B(O)O.Cl[C:5]1[CH:10]=[CH:9][C:8]([N+:11]([O-:13])=[O:12])=[C:7]([O:14][CH3:15])[CH:6]=1.[C:16]([O-:19])([O-])=O.[Na+].[Na+]. The catalyst is CCCC[N+](CCCC)(CCCC)CCCC.[Br-].CC([O-])=O.CC([O-])=O.[Pd+2]. The product is [CH3:15][O:14][C:7]1[CH:6]=[C:5]([C:5]2[CH:10]=[CH:9][C:16]([OH:19])=[CH:7][CH:6]=2)[CH:10]=[CH:9][C:8]=1[N+:11]([O-:13])=[O:12]. The yield is 0.180. (2) The reactants are F[C:2]1[C:7]([O:8][CH3:9])=[CH:6][CH:5]=[CH:4][C:3]=1[C:10]([F:13])([F:12])[F:11].[C:14]1([OH:20])[CH:19]=[CH:18][CH:17]=[CH:16][CH:15]=1.C(=O)([O-])[O-].[K+].[K+]. The catalyst is CS(C)=O. The product is [O:20]([C:2]1[C:3]([C:10]([F:13])([F:12])[F:11])=[CH:4][CH:5]=[CH:6][C:7]=1[O:8][CH3:9])[C:14]1[CH:19]=[CH:18][CH:17]=[CH:16][CH:15]=1. The yield is 0.530. (3) The reactants are [CH3:1][O:2][C:3]([C:5]1[O:9][N:8]=[C:7]([C:10]2[CH:15]=[CH:14][CH:13]=[CH:12][CH:11]=2)[C:6]=1[C:16]([OH:18])=O)=[O:4].Cl.CN.C1C=CC2N(O)N=[N:28][C:26]=2C=1.C(Cl)CCl.C(N(C(C)C)CC)(C)C. The product is [CH3:26][NH:28][C:16]([C:6]1[C:7]([C:10]2[CH:15]=[CH:14][CH:13]=[CH:12][CH:11]=2)=[N:8][O:9][C:5]=1[C:3]([O:2][CH3:1])=[O:4])=[O:18]. The yield is 0.722. The catalyst is CN(C=O)C. (4) The reactants are [CH3:1][O:2][C:3](=[O:17])[CH2:4][CH2:5][CH:6]1[O:10][B:9]([OH:11])[C:8]2[CH:12]=[C:13]([OH:16])[CH:14]=[CH:15][C:7]1=2.[H-].[Na+].Cl[C:21]1[N:26]=[CH:25][CH:24]=[CH:23][N:22]=1.Cl. The catalyst is CN(C=O)C. The product is [CH3:1][O:2][C:3](=[O:17])[CH2:4][CH2:5][CH:6]1[O:10][B:9]([OH:11])[C:8]2[CH:12]=[C:13]([O:16][C:21]3[N:26]=[CH:25][CH:24]=[CH:23][N:22]=3)[CH:14]=[CH:15][C:7]1=2. The yield is 0.550. (5) The reactants are C(Cl)(=O)C(Cl)=O.CS(C)=O.[C:11]1([CH2:17][CH2:18][C:19]([N:21]2[CH2:26][CH2:25][CH:24]([OH:27])[CH2:23][CH2:22]2)=[O:20])[CH:16]=[CH:15][CH:14]=[CH:13][CH:12]=1.C(N(CC)CC)C. The catalyst is C(Cl)Cl. The product is [C:11]1([CH2:17][CH2:18][C:19]([N:21]2[CH2:26][CH2:25][C:24](=[O:27])[CH2:23][CH2:22]2)=[O:20])[CH:16]=[CH:15][CH:14]=[CH:13][CH:12]=1. The yield is 0.890. (6) The yield is 0.580. The catalyst is C(O)C. The product is [Cl:1][C:2]1[CH:29]=[C:28]([C:30]2[CH2:35][CH2:34][C:33](=[O:36])[NH:32][N:31]=2)[CH:27]=[CH:26][C:3]=1[O:4][CH2:5][C:6]([NH:8][CH2:9][CH2:10][NH:11][C:12](=[O:25])[CH2:13][C:14]1[CH:19]=[CH:18][C:17]([O:20][CH2:21][C@@H:22]([OH:23])[CH2:24][NH:40][CH:37]([CH3:39])[CH3:38])=[CH:16][CH:15]=1)=[O:7]. The reactants are [Cl:1][C:2]1[CH:29]=[C:28]([C:30]2[CH2:35][CH2:34][C:33](=[O:36])[NH:32][N:31]=2)[CH:27]=[CH:26][C:3]=1[O:4][CH2:5][C:6]([NH:8][CH2:9][CH2:10][NH:11][C:12](=[O:25])[CH2:13][C:14]1[CH:19]=[CH:18][C:17]([O:20][CH2:21][C@@H:22]2[CH2:24][O:23]2)=[CH:16][CH:15]=1)=[O:7].[CH:37]([NH2:40])([CH3:39])[CH3:38].